Dataset: Full USPTO retrosynthesis dataset with 1.9M reactions from patents (1976-2016). Task: Predict the reactants needed to synthesize the given product. (1) Given the product [C:21]([C:25]1[CH:26]=[CH:27][C:28]([CH2:29][O:1][C:2]2[CH:7]=[CH:6][C:5]([N+:8]([O-:10])=[O:9])=[CH:4][C:3]=2[C:11](=[O:14])[CH2:12][CH3:13])=[CH:31][CH:32]=1)([CH3:24])([CH3:22])[CH3:23], predict the reactants needed to synthesize it. The reactants are: [OH:1][C:2]1[CH:7]=[CH:6][C:5]([N+:8]([O-:10])=[O:9])=[CH:4][C:3]=1[C:11](=[O:14])[CH2:12][CH3:13].C(=O)([O-])[O-].[K+].[K+].[C:21]([C:25]1[CH:32]=[CH:31][C:28]([CH2:29]Cl)=[CH:27][CH:26]=1)([CH3:24])([CH3:23])[CH3:22].CN(C=O)C. (2) Given the product [F:2][C:3]1([F:8])[CH2:7][CH2:6][N:5]([CH2:9][CH:11]2[CH2:16][CH2:15][N:14]([C:17]([O:19][C:20]([CH3:21])([CH3:23])[CH3:22])=[O:18])[CH2:13][CH2:12]2)[CH2:4]1, predict the reactants needed to synthesize it. The reactants are: Cl.[F:2][C:3]1([F:8])[CH2:7][CH2:6][NH:5][CH2:4]1.[CH:9]([CH:11]1[CH2:16][CH2:15][N:14]([C:17]([O:19][C:20]([CH3:23])([CH3:22])[CH3:21])=[O:18])[CH2:13][CH2:12]1)=O.CCN(C(C)C)C(C)C.[BH-](OC(C)=O)(OC(C)=O)OC(C)=O.[Na+]. (3) Given the product [NH2:1][C:2]1[C:7]2[C:8]([C:11]3[CH:16]=[CH:15][C:14]([NH:17][C:18]([C:20]4[N:21]([CH3:29])[C:22]5[C:27]([CH:28]=4)=[CH:26][CH:25]=[CH:24][CH:23]=5)=[O:19])=[C:13]([O:30][CH3:31])[CH:12]=3)=[CH:9][S:10][C:6]=2[C:5](/[CH:32]=[CH:33]/[CH2:34][CH2:35][OH:36])=[CH:4][N:3]=1, predict the reactants needed to synthesize it. The reactants are: [NH2:1][C:2]1[C:7]2[C:8]([C:11]3[CH:16]=[CH:15][C:14]([NH:17][C:18]([C:20]4[N:21]([CH3:29])[C:22]5[C:27]([CH:28]=4)=[CH:26][CH:25]=[CH:24][CH:23]=5)=[O:19])=[C:13]([O:30][CH3:31])[CH:12]=3)=[CH:9][S:10][C:6]=2[C:5](/[CH:32]=[CH:33]/[CH2:34][CH2:35][O:36]C2CCCCO2)=[CH:4][N:3]=1.O.C1(C)C=CC(S(O)(=O)=O)=CC=1. (4) The reactants are: C(O[BH-](OC(=O)C)OC(=O)C)(=O)C.C[N+](C)(C)C.C(Cl)Cl.[NH2:22][CH2:23][CH2:24][O:25][C:26]1[CH:31]=[CH:30][C:29]([F:32])=[CH:28][C:27]=1[C@H:33]1[CH2:37][CH2:36][CH2:35][N:34]1[C:38]1[CH:43]=[CH:42][N:41]2[N:44]=[CH:45][C:46]([CH:47]=O)=[C:40]2[N:39]=1. Given the product [F:32][C:29]1[CH:28]=[C:27]2[C:26](=[CH:31][CH:30]=1)[O:25][CH2:24][CH2:23][NH:22][CH2:47][C:46]1=[C:40]3[N:39]=[C:38]([CH:43]=[CH:42][N:41]3[N:44]=[CH:45]1)[N:34]1[C@@H:33]2[CH2:37][CH2:36][CH2:35]1, predict the reactants needed to synthesize it. (5) Given the product [CH:20]([C:19]1[CH:18]=[C:17]([CH:24]=[CH:23][CH:22]=1)[O:16][C:2]1[CH:9]=[CH:8][C:5]([C:6]#[N:7])=[CH:4][CH:3]=1)=[O:21], predict the reactants needed to synthesize it. The reactants are: F[C:2]1[CH:9]=[CH:8][C:5]([C:6]#[N:7])=[CH:4][CH:3]=1.C(=O)([O-])[O-].[K+].[K+].[OH:16][C:17]1[CH:18]=[C:19]([CH:22]=[CH:23][CH:24]=1)[CH:20]=[O:21]. (6) Given the product [CH3:1][N:2]([C:14]1[N:23]=[C:22]([NH2:24])[C:21]2[C:16](=[CH:17][C:18]([O:27][CH3:28])=[C:19]([O:25][CH3:26])[CH:20]=2)[N:15]=1)[CH2:3][CH2:4][CH2:5][NH:6][C:7]([CH:9]1[O:13][CH2:12][CH2:11][CH2:10]1)=[O:8].[ClH:29], predict the reactants needed to synthesize it. The reactants are: [CH3:1][N:2]([C:14]1[N:23]=[C:22]([NH2:24])[C:21]2[C:16](=[CH:17][C:18]([O:27][CH3:28])=[C:19]([O:25][CH3:26])[CH:20]=2)[N:15]=1)[CH2:3][CH2:4][CH2:5][NH:6][C:7]([CH:9]1[O:13][CH2:12][CH2:11][CH2:10]1)=[O:8].[ClH:29]. (7) Given the product [Br:12][CH2:13][CH2:14][CH2:15][CH2:16][N:4]1[C:5]2[CH:10]=[CH:9][CH:8]=[CH:7][C:6]=2[O:1][CH2:2][C:3]1=[O:11], predict the reactants needed to synthesize it. The reactants are: [O:1]1[C:6]2[CH:7]=[CH:8][CH:9]=[CH:10][C:5]=2[NH:4][C:3](=[O:11])[CH2:2]1.[Br:12][CH2:13][CH2:14][CH2:15][CH2:16]Br. (8) Given the product [Cl:1][C:2]1[CH:10]=[C:9]2[C:5]([CH2:6][C:7](=[O:19])[N:8]2[CH:11]([CH2:15][CH:16]([CH3:17])[CH3:18])[C:12]([OH:14])=[O:13])=[CH:4][CH:3]=1, predict the reactants needed to synthesize it. The reactants are: [Cl:1][C:2]1[CH:10]=[C:9]2[C:5]([C:6](=O)[C:7](=[O:19])[N:8]2[CH:11]([CH2:15][CH:16]([CH3:18])[CH3:17])[C:12]([OH:14])=[O:13])=[CH:4][CH:3]=1.O.NN. (9) Given the product [CH3:1][C:2]1[CH2:7][CH2:6][CH2:5][C:4]([CH3:8])([CH3:9])[C:3]=1[CH:10]([OH:11])[CH:12]=[CH2:13], predict the reactants needed to synthesize it. The reactants are: [CH3:1][C:2]1[CH2:7][CH2:6][CH2:5][C:4]([CH3:9])([CH3:8])[C:3]=1[CH:10]=[O:11].[CH:12]([Mg]Br)=[CH2:13].[Cl-].[NH4+].